This data is from NCI-60 drug combinations with 297,098 pairs across 59 cell lines. The task is: Regression. Given two drug SMILES strings and cell line genomic features, predict the synergy score measuring deviation from expected non-interaction effect. (1) Drug 1: C1=C(C(=O)NC(=O)N1)N(CCCl)CCCl. Drug 2: CNC(=O)C1=NC=CC(=C1)OC2=CC=C(C=C2)NC(=O)NC3=CC(=C(C=C3)Cl)C(F)(F)F. Cell line: HCC-2998. Synergy scores: CSS=2.48, Synergy_ZIP=-8.20, Synergy_Bliss=-0.673, Synergy_Loewe=-15.0, Synergy_HSA=-5.17. (2) Drug 1: COC1=C(C=C2C(=C1)N=CN=C2NC3=CC(=C(C=C3)F)Cl)OCCCN4CCOCC4. Drug 2: CCC1(CC2CC(C3=C(CCN(C2)C1)C4=CC=CC=C4N3)(C5=C(C=C6C(=C5)C78CCN9C7C(C=CC9)(C(C(C8N6C)(C(=O)OC)O)OC(=O)C)CC)OC)C(=O)OC)O.OS(=O)(=O)O. Cell line: SK-OV-3. Synergy scores: CSS=63.8, Synergy_ZIP=-0.623, Synergy_Bliss=-1.52, Synergy_Loewe=1.09, Synergy_HSA=2.15. (3) Drug 1: C1=CC(=CC=C1CCCC(=O)O)N(CCCl)CCCl. Drug 2: C1C(C(OC1N2C=C(C(=O)NC2=O)F)CO)O. Cell line: BT-549. Synergy scores: CSS=15.0, Synergy_ZIP=-16.6, Synergy_Bliss=-17.8, Synergy_Loewe=-11.3, Synergy_HSA=-10.2. (4) Drug 1: C1CN1P(=S)(N2CC2)N3CC3. Drug 2: CCN(CC)CCNC(=O)C1=C(NC(=C1C)C=C2C3=C(C=CC(=C3)F)NC2=O)C. Cell line: NCI-H522. Synergy scores: CSS=4.86, Synergy_ZIP=-1.72, Synergy_Bliss=4.12, Synergy_Loewe=1.21, Synergy_HSA=2.51. (5) Drug 1: CC1=C(C(CCC1)(C)C)C=CC(=CC=CC(=CC(=O)O)C)C. Drug 2: CC1=C(C=C(C=C1)C(=O)NC2=CC(=CC(=C2)C(F)(F)F)N3C=C(N=C3)C)NC4=NC=CC(=N4)C5=CN=CC=C5. Cell line: HCT116. Synergy scores: CSS=-0.597, Synergy_ZIP=1.71, Synergy_Bliss=1.66, Synergy_Loewe=0.998, Synergy_HSA=-1.76. (6) Drug 1: CC1OCC2C(O1)C(C(C(O2)OC3C4COC(=O)C4C(C5=CC6=C(C=C35)OCO6)C7=CC(=C(C(=C7)OC)O)OC)O)O. Drug 2: CCCCCOC(=O)NC1=NC(=O)N(C=C1F)C2C(C(C(O2)C)O)O. Cell line: SF-268. Synergy scores: CSS=19.4, Synergy_ZIP=-7.97, Synergy_Bliss=-0.240, Synergy_Loewe=-31.4, Synergy_HSA=-2.41. (7) Cell line: SR. Drug 1: CNC(=O)C1=CC=CC=C1SC2=CC3=C(C=C2)C(=NN3)C=CC4=CC=CC=N4. Drug 2: C1=CC=C(C(=C1)C(C2=CC=C(C=C2)Cl)C(Cl)Cl)Cl. Synergy scores: CSS=53.0, Synergy_ZIP=2.45, Synergy_Bliss=3.59, Synergy_Loewe=-44.4, Synergy_HSA=3.92. (8) Drug 1: CS(=O)(=O)CCNCC1=CC=C(O1)C2=CC3=C(C=C2)N=CN=C3NC4=CC(=C(C=C4)OCC5=CC(=CC=C5)F)Cl. Drug 2: CCC1(CC2CC(C3=C(CCN(C2)C1)C4=CC=CC=C4N3)(C5=C(C=C6C(=C5)C78CCN9C7C(C=CC9)(C(C(C8N6C)(C(=O)OC)O)OC(=O)C)CC)OC)C(=O)OC)O.OS(=O)(=O)O. Cell line: SK-MEL-5. Synergy scores: CSS=11.9, Synergy_ZIP=1.86, Synergy_Bliss=5.50, Synergy_Loewe=4.47, Synergy_HSA=4.97.